From a dataset of NCI-60 drug combinations with 297,098 pairs across 59 cell lines. Regression. Given two drug SMILES strings and cell line genomic features, predict the synergy score measuring deviation from expected non-interaction effect. (1) Drug 1: C1CCC(C1)C(CC#N)N2C=C(C=N2)C3=C4C=CNC4=NC=N3. Drug 2: CC1=C(C=C(C=C1)NC(=O)C2=CC=C(C=C2)CN3CCN(CC3)C)NC4=NC=CC(=N4)C5=CN=CC=C5. Cell line: UACC-257. Synergy scores: CSS=-2.80, Synergy_ZIP=1.39, Synergy_Bliss=-0.660, Synergy_Loewe=-3.93, Synergy_HSA=-3.46. (2) Drug 1: CC(CN1CC(=O)NC(=O)C1)N2CC(=O)NC(=O)C2. Drug 2: CC1=C(C(=CC=C1)Cl)NC(=O)C2=CN=C(S2)NC3=CC(=NC(=N3)C)N4CCN(CC4)CCO. Cell line: SK-MEL-28. Synergy scores: CSS=4.15, Synergy_ZIP=0.164, Synergy_Bliss=3.19, Synergy_Loewe=2.29, Synergy_HSA=2.89.